Predict the product of the given reaction. From a dataset of Forward reaction prediction with 1.9M reactions from USPTO patents (1976-2016). (1) Given the reactants O[CH2:2][C:3]1[CH:12]=[N:11][C:10]2[N:9]3[CH2:13][CH2:14][CH2:15][C@H:8]3[C:7](=[O:16])[NH:6][C:5]=2[CH:4]=1.Cl.[Cl:18][C:19]1[CH:20]=[C:21]([CH:26]=[CH:27][C:28]=1[N:29]1[CH2:34][CH2:33][NH:32][CH2:31][CH2:30]1)[C:22]([NH:24][CH3:25])=[O:23].[I-].C(C[P+](C)(C)C)#N.C(N(CC)C(C)C)(C)C, predict the reaction product. The product is: [Cl:18][C:19]1[CH:20]=[C:21]([CH:26]=[CH:27][C:28]=1[N:29]1[CH2:30][CH2:31][N:32]([CH2:2][C:3]2[CH:12]=[N:11][C:10]3[N:9]4[CH2:13][CH2:14][CH2:15][C@H:8]4[C:7](=[O:16])[NH:6][C:5]=3[CH:4]=2)[CH2:33][CH2:34]1)[C:22]([NH:24][CH3:25])=[O:23]. (2) Given the reactants [CH3:1][O:2][C:3]1[CH:8]=[CH:7][C:6]([C:9]2[CH:14]=[CH:13][C:12]([CH3:15])=[C:11]([N+:16]([O-])=O)[CH:10]=2)=[CH:5][CH:4]=1, predict the reaction product. The product is: [NH2:16][C:11]1[CH:10]=[C:9]([C:6]2[CH:7]=[CH:8][C:3]([O:2][CH3:1])=[CH:4][CH:5]=2)[CH:14]=[CH:13][C:12]=1[CH3:15]. (3) Given the reactants [CH2:1]([N:3](CC)CC)C.[CH2:8]1[CH2:12]OC[CH2:9]1.[CH2:13]([C:17]1[CH:22]=[CH:21][C:20]([C:23]2[O:27][N:26]=[C:25]([C:28]3[CH:35]=[CH:34][C:31](C=O)=[CH:30][CH:29]=3)[N:24]=2)=[CH:19][CH:18]=1)[CH:14]([CH3:16])[CH3:15].C(O[BH-]([O:45][C:46](=[O:48])[CH3:47])OC(=O)C)(=O)C.[Na+].[C:50](O)(=O)C.[CH2:54]1[CH2:58]OC[CH2:55]1, predict the reaction product. The product is: [C:54]([O:45][C:46]([C@H:47]1[CH2:12][C@@H:8]([NH:3][CH2:1][C:31]2[CH:34]=[CH:35][C:28]([C:25]3[N:24]=[C:23]([C:20]4[CH:19]=[CH:18][C:17]([CH2:13][CH:14]([CH3:15])[CH3:16])=[CH:22][CH:21]=4)[O:27][N:26]=3)=[CH:29][CH:30]=2)[CH2:9]1)=[O:48])([CH3:55])([CH3:58])[CH3:50]. (4) Given the reactants [NH2:1][C:2]1[C:11]([C:12]#[N:13])=[C:10](O)[C:9]2[C:4](=[CH:5][CH:6]=[C:7]([N:15]3[CH2:20][CH2:19][O:18][CH2:17][CH2:16]3)[CH:8]=2)[N:3]=1.P(Cl)(Cl)([Cl:23])=O.[OH-].[Na+], predict the reaction product. The product is: [NH2:1][C:2]1[C:11]([C:12]#[N:13])=[C:10]([Cl:23])[C:9]2[C:4](=[CH:5][CH:6]=[C:7]([N:15]3[CH2:20][CH2:19][O:18][CH2:17][CH2:16]3)[CH:8]=2)[N:3]=1. (5) Given the reactants [N+:1]([C:4]1[CH:9]=[CH:8][C:7]([C:10]2[N:11]=[C:12]([CH:15]([C:17]3[CH:22]=[CH:21][CH:20]=[CH:19][CH:18]=3)[CH3:16])[S:13][CH:14]=2)=[CH:6][CH:5]=1)([O-])=O, predict the reaction product. The product is: [C:17]1([CH:15]([C:12]2[S:13][CH:14]=[C:10]([C:7]3[CH:6]=[CH:5][C:4]([NH2:1])=[CH:9][CH:8]=3)[N:11]=2)[CH3:16])[CH:18]=[CH:19][CH:20]=[CH:21][CH:22]=1. (6) Given the reactants [F:1][C:2]1[CH:10]=[C:6]([C:7]([OH:9])=[O:8])[C:5]([NH2:11])=[CH:4][CH:3]=1.[C:12](Cl)(Cl)=[O:13].C(=O)([O-])O.[Na+], predict the reaction product. The product is: [F:1][C:2]1[CH:3]=[CH:4][C:5]2[NH:11][C:12](=[O:13])[O:8][C:7](=[O:9])[C:6]=2[CH:10]=1. (7) Given the reactants N#N.[C:3]([O:7][C:8]([NH:10][C@H:11]([CH2:19][C:20]1[CH:25]=[CH:24][C:23]([CH3:26])=[CH:22][CH:21]=1)[C:12]([O:14][C:15]([CH3:18])([CH3:17])[CH3:16])=[O:13])=[O:9])([CH3:6])([CH3:5])[CH3:4].[Br:27]N1C(=O)CCC1=O.N(C(C)(C)C#N)=NC(C)(C)C#N, predict the reaction product. The product is: [Br:27][CH2:26][C:23]1[CH:22]=[CH:21][C:20]([CH2:19][C@@H:11]([NH:10][C:8]([O:7][C:3]([CH3:4])([CH3:5])[CH3:6])=[O:9])[C:12]([O:14][C:15]([CH3:17])([CH3:18])[CH3:16])=[O:13])=[CH:25][CH:24]=1.